This data is from Reaction yield outcomes from USPTO patents with 853,638 reactions. The task is: Predict the reaction yield, written as a fraction of the theoretical maximum amount of product (1.0 means a 100% yield; for example, 0.34 means a 34% yield). (1) The reactants are [OH:1][C:2]1[CH:3]=[CH:4][C:5]([CH3:8])=[N:6][CH:7]=1.N1C=CC=CC=1.[F:15][C:16]([F:29])([F:28])[S:17](O[S:17]([C:16]([F:29])([F:28])[F:15])(=[O:19])=[O:18])(=[O:19])=[O:18].C(=O)([O-])O.[Na+]. The catalyst is C(Cl)Cl.CO. The product is [CH3:8][C:5]1[CH:4]=[CH:3][C:2]([O:1][S:17]([C:16]([F:29])([F:28])[F:15])(=[O:19])=[O:18])=[CH:7][N:6]=1. The yield is 0.950. (2) The reactants are [C:1](Cl)(=[O:11])[C:2]1[CH:10]=[CH:9][C:8]2[O:7][CH2:6][O:5][C:4]=2[CH:3]=1.[NH2:13][C:14]1[S:15][CH:16]=[C:17]([CH2:19][CH2:20][CH2:21][CH2:22][CH2:23][NH:24][C:25](=[O:36])[CH2:26][O:27][CH2:28][C:29]2[CH:34]=[CH:33][C:32]([F:35])=[CH:31][CH:30]=2)[N:18]=1.CN(C)C1C=CC=CC=1.C([O-])(O)=O.[Na+]. The catalyst is C1COCC1.CN(C1C=CN=CC=1)C.CCOC(C)=O. The product is [F:35][C:32]1[CH:31]=[CH:30][C:29]([CH2:28][O:27][CH2:26][C:25]([NH:24][CH2:23][CH2:22][CH2:21][CH2:20][CH2:19][C:17]2[N:18]=[C:14]([NH:13][C:1]([C:2]3[CH:10]=[CH:9][C:8]4[O:7][CH2:6][O:5][C:4]=4[CH:3]=3)=[O:11])[S:15][CH:16]=2)=[O:36])=[CH:34][CH:33]=1. The yield is 0.237. (3) The product is [CH2:11]([C:6]1[CH:7]=[N:8][CH:9]=[CH:10][C:5]=1[O:4][C:3]1[CH:13]=[CH:14][C:15]([NH2:17])=[CH:16][C:2]=1[F:1])[CH3:12]. The catalyst is [C].[Pd].CCOC(C)=O.CO. The yield is 0.630. The reactants are [F:1][C:2]1[CH:16]=[C:15]([N+:17]([O-])=O)[CH:14]=[CH:13][C:3]=1[O:4][C:5]1[CH:10]=[CH:9][N:8]=[CH:7][C:6]=1[CH:11]=[CH2:12].